This data is from Forward reaction prediction with 1.9M reactions from USPTO patents (1976-2016). The task is: Predict the product of the given reaction. Given the reactants [Br:1][C:2]1[CH:6]=[C:5]([CH:7]2[CH2:12][CH:11]([S:13]([C:16]3[CH:21]=[CH:20][CH:19]=[C:18]([C:22]([F:25])([F:24])[F:23])[CH:17]=3)(=[O:15])=[O:14])[CH2:10][CH2:9][O:8]2)[N:4]([CH3:26])[N:3]=1.[CH3:27]C([O-])(C)C.[K+], predict the reaction product. The product is: [Br:1][C:2]1[CH:6]=[C:5]([CH:7]2[CH2:12][C:11]([CH3:27])([S:13]([C:16]3[CH:21]=[CH:20][CH:19]=[C:18]([C:22]([F:25])([F:23])[F:24])[CH:17]=3)(=[O:15])=[O:14])[CH2:10][CH2:9][O:8]2)[N:4]([CH3:26])[N:3]=1.